Dataset: Forward reaction prediction with 1.9M reactions from USPTO patents (1976-2016). Task: Predict the product of the given reaction. (1) Given the reactants [Li].[N:2]1([C:8]2[N:13]=[C:12]([NH:14][C:15]3[CH:20]=[CH:19][C:18]([C:21]4([C:26](O)=[O:27])[CH2:25][CH2:24][CH2:23][CH2:22]4)=[CH:17][CH:16]=3)[C:11]3[CH2:29][CH2:30][CH2:31][C:10]=3[N:9]=2)[CH2:7][CH2:6][O:5][CH2:4][CH2:3]1, predict the reaction product. The product is: [N:2]1([C:8]2[N:13]=[C:12]([NH:14][C:15]3[CH:16]=[CH:17][C:18]([C:21]4([CH2:26][OH:27])[CH2:22][CH2:23][CH2:24][CH2:25]4)=[CH:19][CH:20]=3)[C:11]3[CH2:29][CH2:30][CH2:31][C:10]=3[N:9]=2)[CH2:7][CH2:6][O:5][CH2:4][CH2:3]1. (2) The product is: [CH:39]1([N:34]2[CH2:33][CH2:32][C:31]3[CH:37]=[CH:38][C:28]([O:27][C:24]4[CH:23]=[N:22][C:21]([C:19]5[O:18][N:17]=[C:16]([CH3:15])[N:20]=5)=[CH:26][N:25]=4)=[CH:29][C:30]=3[CH2:36][CH2:35]2)[CH2:43][CH2:42][CH2:41][CH2:40]1. Given the reactants C(O[BH-](OC(=O)C)OC(=O)C)(=O)C.[Na+].[CH3:15][C:16]1[N:20]=[C:19]([C:21]2[N:22]=[CH:23][C:24]([O:27][C:28]3[CH:38]=[CH:37][C:31]4[CH2:32][CH2:33][NH:34][CH2:35][CH2:36][C:30]=4[CH:29]=3)=[N:25][CH:26]=2)[O:18][N:17]=1.[C:39]1(=O)[CH2:43][CH2:42][CH2:41][CH2:40]1, predict the reaction product. (3) Given the reactants [H-].C([Al+]CC(C)C)C(C)C.C[O:12][C:13]([C:15]1[C:16]([C:21]2[CH:26]=[CH:25][C:24]([CH2:27][Br:28])=[CH:23][CH:22]=2)=[CH:17][CH:18]=[CH:19][CH:20]=1)=O.Cl, predict the reaction product. The product is: [Br:28][CH2:27][C:24]1[CH:23]=[CH:22][C:21]([C:16]2[CH:17]=[CH:18][CH:19]=[CH:20][C:15]=2[CH2:13][OH:12])=[CH:26][CH:25]=1. (4) Given the reactants [Cl:1][C:2]1[N:7]=[C:6](Cl)[C:5]([CH3:9])=[CH:4][N:3]=1.[NH2:10][C:11]1[CH:12]=[C:13]2[C:17](=[CH:18][CH:19]=1)[NH:16][N:15]=[CH:14]2.C([O-])([O-])=O.[Na+].[Na+], predict the reaction product. The product is: [Cl:1][C:2]1[N:7]=[C:6]([NH:10][C:11]2[CH:12]=[C:13]3[C:17](=[CH:18][CH:19]=2)[NH:16][N:15]=[CH:14]3)[C:5]([CH3:9])=[CH:4][N:3]=1. (5) Given the reactants Br[C:2]1[S:6][C:5]2[C:7]3[C:27]([C:28](=[O:29])[C:4]=2[C:3]=1[CH2:31][CH2:32][CH2:33][CH2:34][CH2:35][CH2:36][CH2:37][CH3:38])=[CH:26][C:25]1[C:12]2[S:13][C:14](Br)=[C:15]([CH2:16][CH2:17][CH2:18][CH2:19][CH2:20][CH2:21][CH2:22][CH3:23])[C:11]=2[C:10](=[O:30])[C:9]=1[CH:8]=3.[CH2:39]([C:47]1[CH:51]=[C:50]([Sn](C)(C)C)[S:49][CH:48]=1)[CH2:40][CH2:41][CH2:42][CH2:43][CH2:44][CH2:45][CH3:46], predict the reaction product. The product is: [CH2:39]([C:47]1[CH:51]=[C:50]([C:14]2[S:13][C:12]3[C:25]4[C:9]([C:10](=[O:30])[C:11]=3[C:15]=2[CH2:16][CH2:17][CH2:18][CH2:19][CH2:20][CH2:21][CH2:22][CH3:23])=[CH:8][C:7]2[C:5]3[S:6][C:2]([C:2]5[S:6][CH:5]=[C:4]([CH2:28][CH2:27][CH2:26][CH2:25][CH2:9][CH2:10][CH2:11][CH3:12])[CH:3]=5)=[C:3]([CH2:31][CH2:32][CH2:33][CH2:34][CH2:35][CH2:36][CH2:37][CH3:38])[C:4]=3[C:28](=[O:29])[C:27]=2[CH:26]=4)[S:49][CH:48]=1)[CH2:40][CH2:41][CH2:42][CH2:43][CH2:44][CH2:45][CH3:46]. (6) Given the reactants [CH:1]1([C:4]2[S:8][C:7](=[NH:9])[N:6]([CH2:10][CH:11]3[CH2:15][CH2:14][CH2:13][O:12]3)[N:5]=2)[CH2:3][CH2:2]1.[CH2:16]([O:18][C:19]1[CH:27]=[CH:26][CH:25]=[CH:24][C:20]=1[C:21](O)=[O:22])[CH3:17], predict the reaction product. The product is: [CH:1]1([C:4]2[S:8]/[C:7](=[N:9]\[C:21](=[O:22])[C:20]3[CH:24]=[CH:25][CH:26]=[CH:27][C:19]=3[O:18][CH2:16][CH3:17])/[N:6]([CH2:10][CH:11]3[CH2:15][CH2:14][CH2:13][O:12]3)[N:5]=2)[CH2:2][CH2:3]1. (7) Given the reactants [OH:1][C:2]1[CH:7]=[CH:6][C:5]([CH:8]=[C:9]([O:14][CH3:15])[C:10]([O:12]C)=[O:11])=[CH:4][CH:3]=1.[OH-].[Na+], predict the reaction product. The product is: [OH:1][C:2]1[CH:3]=[CH:4][C:5]([CH:8]=[C:9]([O:14][CH3:15])[C:10]([OH:12])=[O:11])=[CH:6][CH:7]=1. (8) Given the reactants [CH3:1][N:2]([CH3:19])[CH2:3][CH2:4][N:5]1[C:14]2[C:9](=[CH:10][C:11]([N+:15]([O-])=O)=[CH:12][CH:13]=2)[CH2:8][CH2:7][C:6]1=[O:18].[H][H], predict the reaction product. The product is: [NH2:15][C:11]1[CH:10]=[C:9]2[C:14](=[CH:13][CH:12]=1)[N:5]([CH2:4][CH2:3][N:2]([CH3:1])[CH3:19])[C:6](=[O:18])[CH2:7][CH2:8]2.